This data is from NCI-60 drug combinations with 297,098 pairs across 59 cell lines. The task is: Regression. Given two drug SMILES strings and cell line genomic features, predict the synergy score measuring deviation from expected non-interaction effect. (1) Drug 1: CCCS(=O)(=O)NC1=C(C(=C(C=C1)F)C(=O)C2=CNC3=C2C=C(C=N3)C4=CC=C(C=C4)Cl)F. Drug 2: C1CCC(CC1)NC(=O)N(CCCl)N=O. Cell line: K-562. Synergy scores: CSS=41.4, Synergy_ZIP=21.1, Synergy_Bliss=23.4, Synergy_Loewe=-9.39, Synergy_HSA=21.1. (2) Drug 1: C1=CN(C(=O)N=C1N)C2C(C(C(O2)CO)O)O.Cl. Drug 2: CC1=C(C=C(C=C1)C(=O)NC2=CC(=CC(=C2)C(F)(F)F)N3C=C(N=C3)C)NC4=NC=CC(=N4)C5=CN=CC=C5. Cell line: OVCAR-8. Synergy scores: CSS=-0.829, Synergy_ZIP=-1.51, Synergy_Bliss=-5.11, Synergy_Loewe=-5.58, Synergy_HSA=-4.98.